Dataset: NCI-60 drug combinations with 297,098 pairs across 59 cell lines. Task: Regression. Given two drug SMILES strings and cell line genomic features, predict the synergy score measuring deviation from expected non-interaction effect. (1) Drug 1: CC1=C2C(C(=O)C3(C(CC4C(C3C(C(C2(C)C)(CC1OC(=O)C(C(C5=CC=CC=C5)NC(=O)C6=CC=CC=C6)O)O)OC(=O)C7=CC=CC=C7)(CO4)OC(=O)C)O)C)OC(=O)C. Drug 2: C1CC(C1)(C2=CC=C(C=C2)C3=C(C=C4C(=N3)C=CN5C4=NNC5=O)C6=CC=CC=C6)N. Cell line: HCT116. Synergy scores: CSS=60.4, Synergy_ZIP=5.76, Synergy_Bliss=3.96, Synergy_Loewe=3.47, Synergy_HSA=5.14. (2) Drug 1: CC(C1=C(C=CC(=C1Cl)F)Cl)OC2=C(N=CC(=C2)C3=CN(N=C3)C4CCNCC4)N. Drug 2: C1=CC=C(C=C1)NC(=O)CCCCCCC(=O)NO. Cell line: SW-620. Synergy scores: CSS=38.4, Synergy_ZIP=-1.42, Synergy_Bliss=2.58, Synergy_Loewe=2.71, Synergy_HSA=2.67. (3) Drug 1: CN1CCC(CC1)COC2=C(C=C3C(=C2)N=CN=C3NC4=C(C=C(C=C4)Br)F)OC. Drug 2: CCC1=C2CN3C(=CC4=C(C3=O)COC(=O)C4(CC)O)C2=NC5=C1C=C(C=C5)O. Cell line: HL-60(TB). Synergy scores: CSS=17.7, Synergy_ZIP=-8.38, Synergy_Bliss=-25.4, Synergy_Loewe=-76.6, Synergy_HSA=-29.1. (4) Cell line: RXF 393. Synergy scores: CSS=3.23, Synergy_ZIP=-0.149, Synergy_Bliss=2.11, Synergy_Loewe=-1.49, Synergy_HSA=0.180. Drug 2: C1C(C(OC1N2C=NC3=C2NC=NCC3O)CO)O. Drug 1: CC1CCC2CC(C(=CC=CC=CC(CC(C(=O)C(C(C(=CC(C(=O)CC(OC(=O)C3CCCCN3C(=O)C(=O)C1(O2)O)C(C)CC4CCC(C(C4)OC)O)C)C)O)OC)C)C)C)OC. (5) Drug 1: CC=C1C(=O)NC(C(=O)OC2CC(=O)NC(C(=O)NC(CSSCCC=C2)C(=O)N1)C(C)C)C(C)C. Drug 2: C(=O)(N)NO. Cell line: ACHN. Synergy scores: CSS=11.8, Synergy_ZIP=-3.02, Synergy_Bliss=0.310, Synergy_Loewe=-20.9, Synergy_HSA=-1.70. (6) Drug 1: C1CCC(C1)C(CC#N)N2C=C(C=N2)C3=C4C=CNC4=NC=N3. Drug 2: CS(=O)(=O)CCNCC1=CC=C(O1)C2=CC3=C(C=C2)N=CN=C3NC4=CC(=C(C=C4)OCC5=CC(=CC=C5)F)Cl. Cell line: M14. Synergy scores: CSS=-22.9, Synergy_ZIP=6.33, Synergy_Bliss=-2.37, Synergy_Loewe=-13.3, Synergy_HSA=-12.5. (7) Drug 1: CC1=C(C=C(C=C1)NC(=O)C2=CC=C(C=C2)CN3CCN(CC3)C)NC4=NC=CC(=N4)C5=CN=CC=C5. Drug 2: CC1=C(C=C(C=C1)C(=O)NC2=CC(=CC(=C2)C(F)(F)F)N3C=C(N=C3)C)NC4=NC=CC(=N4)C5=CN=CC=C5. Cell line: NCI-H226. Synergy scores: CSS=-0.844, Synergy_ZIP=0.371, Synergy_Bliss=0.569, Synergy_Loewe=-1.36, Synergy_HSA=-1.31.